This data is from CYP2C9 inhibition data for predicting drug metabolism from PubChem BioAssay. The task is: Regression/Classification. Given a drug SMILES string, predict its absorption, distribution, metabolism, or excretion properties. Task type varies by dataset: regression for continuous measurements (e.g., permeability, clearance, half-life) or binary classification for categorical outcomes (e.g., BBB penetration, CYP inhibition). Dataset: cyp2c9_veith. (1) The molecule is N[C@H](Cc1ccc(Cl)cc1)C(=O)O. The result is 0 (non-inhibitor). (2) The molecule is Cc1cc(OC(=O)c2ccc(Cl)cc2)cc(=O)n1C. The result is 1 (inhibitor). (3) The molecule is CN(C)c1ncc2nc(-c3cc(F)cc(F)c3)c(=O)n(CCc3ccccc3)c2n1. The result is 0 (non-inhibitor). (4) The molecule is O=C(Nc1ccccc1-c1nc2ccccc2[nH]1)c1ccc(S(=O)(=O)N2CCCCC2)cc1. The result is 1 (inhibitor). (5) The compound is Clc1ccc2c(c1)C(N1CCNCC1)=Nc1ccccc1O2. The result is 0 (non-inhibitor). (6) The molecule is FC(F)(F)c1ccccc1-c1cc(NCc2cccs2)ncn1. The result is 0 (non-inhibitor). (7) The compound is Cl[Pt](Cl)(Cl)Cl.OCc1ccncc1.OCc1ccncc1. The result is 1 (inhibitor).